This data is from Peptide-MHC class I binding affinity with 185,985 pairs from IEDB/IMGT. The task is: Regression. Given a peptide amino acid sequence and an MHC pseudo amino acid sequence, predict their binding affinity value. This is MHC class I binding data. (1) The MHC is HLA-A68:01 with pseudo-sequence HLA-A68:01. The peptide sequence is GHQAAMQML. The binding affinity (normalized) is 0.00504. (2) The peptide sequence is FSLPFPFLYKFLL. The MHC is HLA-A02:01 with pseudo-sequence HLA-A02:01. The binding affinity (normalized) is 0.603. (3) The peptide sequence is LMLKATLLCV. The MHC is HLA-A02:01 with pseudo-sequence HLA-A02:01. The binding affinity (normalized) is 0.728. (4) The MHC is HLA-B08:02 with pseudo-sequence HLA-B08:02. The peptide sequence is HEKGINPNY. The binding affinity (normalized) is 0.0847. (5) The peptide sequence is IPQCRLTPL. The MHC is HLA-B51:01 with pseudo-sequence HLA-B51:01. The binding affinity (normalized) is 0.0196. (6) The peptide sequence is LYYPSARIVY. The MHC is HLA-A23:01 with pseudo-sequence HLA-A23:01. The binding affinity (normalized) is 0.302.